Dataset: Reaction yield outcomes from USPTO patents with 853,638 reactions. Task: Predict the reaction yield, written as a fraction of the theoretical maximum amount of product (1.0 means a 100% yield; for example, 0.34 means a 34% yield). The reactants are S(=O)(=O)(O)O.COC(=O)[NH:9][CH2:10][C@H:11]([CH2:16][C:17](=[O:27])N[C@H](C1C=CC=CC=1)C)[CH2:12][CH:13]([CH3:15])[CH3:14].[OH-:29].[Na+]. No catalyst specified. The product is [CH3:15][CH:13]([CH2:12][C@H:11]([CH2:10][NH2:9])[CH2:16][C:17]([OH:27])=[O:29])[CH3:14]. The yield is 0.404.